Dataset: Forward reaction prediction with 1.9M reactions from USPTO patents (1976-2016). Task: Predict the product of the given reaction. (1) Given the reactants [CH3:1][N:2]1[C:6]2=[CH:7][N:8]=[CH:9][C:10]([C:11]3[CH:16]=[CH:15][C:14]([NH2:17])=[CH:13][CH:12]=3)=[C:5]2[CH:4]=[N:3]1.[N:18]([C:21]1[CH:26]=[CH:25][CH:24]=[C:23]([C:27]([F:30])([F:29])[F:28])[CH:22]=1)=[C:19]=[O:20], predict the reaction product. The product is: [CH3:1][N:2]1[C:6]2=[CH:7][N:8]=[CH:9][C:10]([C:11]3[CH:16]=[CH:15][C:14]([NH:17][C:19]([NH:18][C:21]4[CH:26]=[CH:25][CH:24]=[C:23]([C:27]([F:28])([F:29])[F:30])[CH:22]=4)=[O:20])=[CH:13][CH:12]=3)=[C:5]2[CH:4]=[N:3]1. (2) Given the reactants [Br:1][C:2]1[CH:3]=[C:4]2[C:8](=[CH:9][CH:10]=1)[N:7]([CH2:11][CH2:12]Cl)[N:6]=[CH:5]2.[I-].[K+].[NH:16]1[CH2:21][CH2:20][O:19][CH2:18][CH2:17]1, predict the reaction product. The product is: [Br:1][C:2]1[CH:3]=[C:4]2[C:8](=[CH:9][CH:10]=1)[N:7]([CH2:11][CH2:12][N:16]1[CH2:21][CH2:20][O:19][CH2:18][CH2:17]1)[N:6]=[CH:5]2. (3) Given the reactants [CH3:1][C:2]1[N:7]=[C:6]([OH:8])[C:5]([N+:9]([O-:11])=[O:10])=[CH:4][CH:3]=1.C[O-].[Na+].[Br:15]Br, predict the reaction product. The product is: [Br:15][C:3]1[CH:4]=[C:5]([N+:9]([O-:11])=[O:10])[C:6]([OH:8])=[N:7][C:2]=1[CH3:1]. (4) Given the reactants CO[C:3]([C:5]1[CH:14]=[CH:13][C:8]2[NH:9][C:10](=[S:12])[NH:11][C:7]=2[CH:6]=1)=[O:4].Br[CH2:16][CH2:17]CBr.Cl.[OH-].[Na+], predict the reaction product. The product is: [S:12]1[CH2:17][CH2:16][N:9]2[C:8]3[CH:13]=[CH:14][C:5]([CH2:3][OH:4])=[CH:6][C:7]=3[N:11]=[C:10]12. (5) Given the reactants [F:1][C:2]1[C:7]2[N:8]([CH2:11][C:12]([OH:14])=O)[CH:9]=[N:10][C:6]=2[CH:5]=[CH:4][CH:3]=1.[NH2:15][CH:16]([C:18]1[CH:23]=[CH:22][C:21]([C:24]([CH3:28])([CH3:27])[C:25]#[N:26])=[CH:20][C:19]=1[CH3:29])[CH3:17].CN(C(ON1N=NC2C=CC=NC1=2)=[N+](C)C)C.F[P-](F)(F)(F)(F)F, predict the reaction product. The product is: [C:25]([C:24]([C:21]1[CH:22]=[CH:23][C:18]([CH:16]([NH:15][C:12](=[O:14])[CH2:11][N:8]2[C:7]3[C:2]([F:1])=[CH:3][CH:4]=[CH:5][C:6]=3[N:10]=[CH:9]2)[CH3:17])=[C:19]([CH3:29])[CH:20]=1)([CH3:27])[CH3:28])#[N:26]. (6) The product is: [Br:8][C:3]1[CH:4]=[CH:5][C:6]([CH:28]([NH:27][CH:17]([C:18]23[O:25][CH2:24][C:21]([CH3:26])([CH2:22][O:23]2)[CH2:20][O:19]3)[CH2:16][CH:15]([CH3:34])[CH3:14])[C:29]2[S:30][CH:31]=[CH:32][N:33]=2)=[CH:7][CH:2]=1. Given the reactants Br[C:2]1[CH:7]=[CH:6][CH:5]=[CH:4][C:3]=1[Br:8].[Li]CCCC.[CH3:14][CH:15]([CH3:34])[CH2:16][CH:17]([N:27]=[CH:28][C:29]1[S:30][CH:31]=[CH:32][N:33]=1)[C:18]12[O:25][CH2:24][C:21]([CH3:26])([CH2:22][O:23]1)[CH2:20][O:19]2.O, predict the reaction product. (7) Given the reactants [CH3:1][NH:2][CH3:3].[CH3:4][O:5][C:6]1[CH:11]=[CH:10][CH:9]=[CH:8][C:7]=1[S:12](Cl)(=[O:14])=[O:13].O.C(OCC)(=O)C, predict the reaction product. The product is: [CH3:4][O:5][C:6]1[CH:11]=[CH:10][CH:9]=[CH:8][C:7]=1[S:12]([N:2]([CH3:3])[CH3:1])(=[O:14])=[O:13].